Dataset: Full USPTO retrosynthesis dataset with 1.9M reactions from patents (1976-2016). Task: Predict the reactants needed to synthesize the given product. (1) Given the product [Br:4][CH2:5][C:6]([O:12][CH2:11][CH2:10][CH2:9][O:13][C:6](=[O:7])[CH2:5][Br:4])=[O:7], predict the reactants needed to synthesize it. The reactants are: C(Cl)Cl.[Br:4][CH2:5][C:6](Cl)=[O:7].[CH2:9]([OH:13])[CH2:10][CH2:11][OH:12]. (2) Given the product [CH2:20]([N:19]([CH2:31][C:32]([OH:34])=[O:33])[CH2:8][CH2:9][N:10]([CH2:11][C:12]([OH:14])=[O:13])[CH2:15][C:16]([OH:18])=[O:17])[CH2:21][N:22]([CH2:27][C:28]([OH:30])=[O:29])[CH2:23][C:24]([OH:26])=[O:25].[NH2:42][CH2:43][CH:44]1[CH2:49][CH2:48][CH:47]([CH2:50][NH-:51])[CH2:46][CH2:45]1, predict the reactants needed to synthesize it. The reactants are: FC(F)(F)C(O)=O.[CH2:8]([N:19]([CH2:31][C:32]([OH:34])=[O:33])[CH2:20][CH2:21][N:22]([CH2:27][C:28]([OH:30])=[O:29])[CH2:23][C:24]([OH:26])=[O:25])[CH2:9][N:10]([CH2:15][C:16]([OH:18])=[O:17])[CH2:11][C:12]([OH:14])=[O:13].C(OC([NH:42][CH2:43][CH:44]1[CH2:49][CH2:48][CH:47]([CH2:50][NH-:51])[CH2:46][CH2:45]1)=O)(C)(C)C. (3) Given the product [Br:1][C:2]1[CH:3]=[C:4]([S:15]([Cl:10])(=[O:18])=[O:16])[CH:6]=[C:7]([F:9])[CH:8]=1, predict the reactants needed to synthesize it. The reactants are: [Br:1][C:2]1[CH:3]=[C:4]([CH:6]=[C:7]([F:9])[CH:8]=1)N.[ClH:10].N([O-])=O.[Na+].[S:15](=[O:18])(O)[O-:16].[Na+]. (4) Given the product [F:35][C:36]1[CH:37]=[C:38]([CH:56]=[C:57]([C:59]2[CH:60]=[CH:61][N:62]=[CH:63][CH:64]=2)[CH:58]=1)[CH2:39][CH2:40][C:41]1[CH:46]=[CH:45][C:44]([N:47]2[CH2:52][CH2:51][N:50]([C:53](=[O:55])[CH3:54])[CH2:49][CH2:48]2)=[CH:43][CH:42]=1, predict the reactants needed to synthesize it. The reactants are: FC1C=C(C=C(C2C=CN=CC=2)C=1)CCC1C=CC(N2CCN(S(C(F)(F)F)(=O)=O)CC2)=CC=1.[F:35][C:36]1[CH:37]=[C:38]([CH:56]=[C:57]([C:59]2[CH:64]=[CH:63][N:62]=[CH:61][CH:60]=2)[CH:58]=1)/[CH:39]=[CH:40]/[C:41]1[CH:46]=[CH:45][C:44]([N:47]2[CH2:52][CH2:51][N:50]([C:53](=[O:55])[CH3:54])[CH2:49][CH2:48]2)=[CH:43][CH:42]=1. (5) The reactants are: I[C:2]1[C:3]2[C:8]([C:9]([C:16]3[CH:21]=[CH:20][CH:19]=[CH:18][CH:17]=3)=[C:10]3[C:15]=1[CH:14]=[CH:13][CH:12]=[CH:11]3)=[CH:7][CH:6]=[CH:5][CH:4]=2.[Br:22][C:23]1[CH:28]=[CH:27][C:26](B(O)O)=[CH:25][CH:24]=1.C(=O)([O-])[O-].[K+].[K+]. Given the product [Br:22][C:23]1[CH:28]=[CH:27][C:26]([C:2]2[C:3]3[C:8]([C:9]([C:16]4[CH:21]=[CH:20][CH:19]=[CH:18][CH:17]=4)=[C:10]4[C:15]=2[CH:14]=[CH:13][CH:12]=[CH:11]4)=[CH:7][CH:6]=[CH:5][CH:4]=3)=[CH:25][CH:24]=1, predict the reactants needed to synthesize it. (6) The reactants are: [CH2:1]([O:8][C:9]([NH:11][C:12]1[C:13]([C:23](O)=[O:24])=[N:14][C:15]2[C:20]([CH:21]=1)=[CH:19][CH:18]=[C:17]([Br:22])[CH:16]=2)=[O:10])[C:2]1[CH:7]=[CH:6][CH:5]=[CH:4][CH:3]=1.[NH2:26][C:27]1[CH:28]=[N:29][CH:30]=[CH:31][C:32]=1[N:33]1[CH2:38][C@H:37]([CH3:39])[C@H:36]([N:40]2[CH:44]=[CH:43][N:42]=[N:41]2)[C@H:35]([NH:45][C:46](=[O:52])[O:47][C:48]([CH3:51])([CH3:50])[CH3:49])[CH2:34]1.CN(C(ON1N=NC2C=CC=NC1=2)=[N+](C)C)C.F[P-](F)(F)(F)(F)F.CCN(C(C)C)C(C)C. Given the product [Br:22][C:17]1[CH:16]=[C:15]2[C:20]([CH:21]=[C:12]([NH:11][C:9](=[O:10])[O:8][CH2:1][C:2]3[CH:3]=[CH:4][CH:5]=[CH:6][CH:7]=3)[C:13]([C:23]([NH:26][C:27]3[CH:28]=[N:29][CH:30]=[CH:31][C:32]=3[N:33]3[CH2:38][C@H:37]([CH3:39])[C@H:36]([N:40]4[CH:44]=[CH:43][N:42]=[N:41]4)[C@H:35]([NH:45][C:46]([O:47][C:48]([CH3:51])([CH3:50])[CH3:49])=[O:52])[CH2:34]3)=[O:24])=[N:14]2)=[CH:19][CH:18]=1, predict the reactants needed to synthesize it. (7) Given the product [ClH:1].[CH:2]1([N:6]2[CH2:11][CH2:10][CH:9]([O:12][C:13]3[CH:21]=[CH:20][C:16]([C:17]([Cl:1])=[O:18])=[CH:15][CH:14]=3)[CH2:8][CH2:7]2)[CH2:5][CH2:4][CH2:3]1, predict the reactants needed to synthesize it. The reactants are: [ClH:1].[CH:2]1([N:6]2[CH2:11][CH2:10][CH:9]([O:12][C:13]3[CH:21]=[CH:20][C:16]([C:17](O)=[O:18])=[CH:15][CH:14]=3)[CH2:8][CH2:7]2)[CH2:5][CH2:4][CH2:3]1. (8) Given the product [ClH:10].[CH3:11][O:8][C:7](=[O:9])[CH2:6][C:4]1[N:3]=[CH:2][NH:1][CH:5]=1, predict the reactants needed to synthesize it. The reactants are: [NH:1]1[CH:5]=[C:4]([CH2:6][C:7]([OH:9])=[O:8])[N:3]=[CH:2]1.[ClH:10].[CH3:11]O. (9) Given the product [OH:14][C:13]1[N:12]([C:15]2[CH:23]=[CH:22][C:18]([C:19]([N:61]3[CH2:62][C@@H:63]4[C@@H:59]([CH2:58][N:57]([CH3:56])[CH2:64]4)[CH2:60]3)=[O:21])=[CH:17][N:16]=2)[N:11]=[CH:10][C:9]=1[C:6]1[CH:7]=[CH:8][C:3]([C:1]#[N:2])=[CH:4][C:5]=1[CH3:24], predict the reactants needed to synthesize it. The reactants are: [C:1]([C:3]1[CH:8]=[CH:7][C:6]([C:9]2[CH:10]=[N:11][N:12]([C:15]3[CH:23]=[CH:22][C:18]([C:19]([OH:21])=O)=[CH:17][N:16]=3)[C:13]=2[OH:14])=[C:5]([CH3:24])[CH:4]=1)#[N:2].Cl.C(N=C=NCCCN(C)C)C.C1C=CC2N(O)N=NC=2C=1.C(N(C(C)C)C(C)C)C.[CH3:56][N:57]1[CH2:64][C@@H:63]2[C@@H:59]([CH2:60][NH:61][CH2:62]2)[CH2:58]1.C(O)=O.